From a dataset of Reaction yield outcomes from USPTO patents with 853,638 reactions. Predict the reaction yield, written as a fraction of the theoretical maximum amount of product (1.0 means a 100% yield; for example, 0.34 means a 34% yield). (1) The product is [CH3:10][N:1]1[C:9]2[C:4](=[CH:5][CH:6]=[CH:7][CH:8]=2)[CH:3]=[CH:2]1. The yield is 0.960. The catalyst is CN(C=O)C.O. The reactants are [NH:1]1[C:9]2[C:4](=[CH:5][CH:6]=[CH:7][CH:8]=2)[CH:3]=[CH:2]1.[C:10](OC)(=O)C(OC)=O.CC(C)([O-])C.[K+]. (2) The reactants are [CH2:1]([N:5]1[C:14](=[O:15])[C:13]([C:16]#N)=[C:12]2[C:7]([CH2:8][CH2:9][CH2:10][CH2:11]2)=[CH:6]1)[CH2:2][CH2:3][CH3:4].[OH-:18].[K+].Cl.[OH2:21]. The yield is 0.700. The product is [CH2:1]([N:5]1[C:14](=[O:15])[C:13]([C:16]([OH:21])=[O:18])=[C:12]2[C:7]([CH2:8][CH2:9][CH2:10][CH2:11]2)=[CH:6]1)[CH2:2][CH2:3][CH3:4]. The catalyst is C(O)C. (3) The reactants are [O:1]=[C:2]1[CH:7]=[C:6]([C:8]2[CH:13]=[CH:12][C:11]([C:14]([F:17])([F:16])[F:15])=[CH:10][N:9]=2)[CH:5]=[CH:4][N:3]1[C:18]1[CH:23]=[CH:22][C:21]2[C:24]3[CH2:25][N:26](C(OC(C)(C)C)=O)[CH2:27][CH2:28][C:29]=3[O:30][C:20]=2[CH:19]=1.Cl.C([O-])(O)=O.[Na+]. The yield is 0.990. The product is [CH2:25]1[C:24]2[C:21]3[CH:22]=[CH:23][C:18]([N:3]4[CH:4]=[CH:5][C:6]([C:8]5[CH:13]=[CH:12][C:11]([C:14]([F:17])([F:15])[F:16])=[CH:10][N:9]=5)=[CH:7][C:2]4=[O:1])=[CH:19][C:20]=3[O:30][C:29]=2[CH2:28][CH2:27][NH:26]1. The catalyst is CO.CCOCC. (4) The product is [CH3:32][C:31]1[CH:3]=[C:4]2[C:5](=[CH:10][CH:30]=1)[CH:6]=[N:7][C:8]([C:16]([O:15][CH3:14])=[O:28])=[CH:9]2. The reactants are CO[CH:3](OC)[C:4]1[CH:9]=[CH:8][N:7]=[CH:6][C:5]=1[CH:10]=O.[CH3:14][O:15][C:16](=[O:28])C(NC(=O)C)P(OC)(OC)=O.N12CCCN=C1CC[CH2:32][CH2:31][CH2:30]2.[Na]. The yield is 0.620. The catalyst is ClCCl. (5) The reactants are [C:1]([O:5][C:6](=[O:24])[CH2:7][CH2:8][CH2:9][CH2:10][CH2:11][CH2:12][CH2:13][CH2:14][CH2:15][CH2:16][CH2:17][CH2:18][CH2:19][CH2:20][C:21]([OH:23])=[O:22])([CH3:4])([CH3:3])[CH3:2].N1C=CC=CC=1.FC(F)(F)C(O[C:36]1[C:41]([F:42])=[C:40]([F:43])[C:39]([F:44])=[C:38]([F:45])[C:37]=1[F:46])=O.C(O)(=O)CC(CC(O)=O)(C(O)=O)O. The catalyst is CN(C)C=O. The product is [C:6]([O:5][C:1]([CH3:4])([CH3:2])[CH3:3])(=[O:24])[CH2:7][CH2:8][CH2:9][CH2:10][CH2:11][CH2:12][CH2:13][CH2:14][CH2:15][CH2:16][CH2:17][CH2:18][CH2:19][CH2:20][C:21]([O:23][C:36]1[C:37]([F:46])=[C:38]([F:45])[C:39]([F:44])=[C:40]([F:43])[C:41]=1[F:42])=[O:22]. The yield is 0.990.